Regression. Given a peptide amino acid sequence and an MHC pseudo amino acid sequence, predict their binding affinity value. This is MHC class I binding data. From a dataset of Peptide-MHC class I binding affinity with 185,985 pairs from IEDB/IMGT. (1) The peptide sequence is MEVQLIRQM. The MHC is HLA-B44:02 with pseudo-sequence HLA-B44:02. The binding affinity (normalized) is 0.736. (2) The peptide sequence is EDFEIFYNL. The MHC is HLA-A02:19 with pseudo-sequence HLA-A02:19. The binding affinity (normalized) is 0.0847. (3) The peptide sequence is ILEYLYIMRV. The MHC is HLA-A68:02 with pseudo-sequence HLA-A68:02. The binding affinity (normalized) is 0.334. (4) The peptide sequence is SDRVVFVLWA. The MHC is HLA-B40:01 with pseudo-sequence HLA-B40:01. The binding affinity (normalized) is 0.113.